Dataset: Forward reaction prediction with 1.9M reactions from USPTO patents (1976-2016). Task: Predict the product of the given reaction. Given the reactants [C:12]([O:11][C:9](O[C:9]([O:11][C:12]([CH3:15])([CH3:14])[CH3:13])=[O:10])=[O:10])([CH3:15])([CH3:14])[CH3:13].Cl.[NH:17]1[CH2:22][CH2:21][CH2:20][C@@H:19]([OH:23])[CH2:18]1.C(N(CC)CC)C, predict the reaction product. The product is: [OH:23][C@@H:19]1[CH2:20][CH2:21][CH2:22][N:17]([C:9]([O:11][C:12]([CH3:13])([CH3:14])[CH3:15])=[O:10])[CH2:18]1.